Task: Predict the reactants needed to synthesize the given product.. Dataset: Full USPTO retrosynthesis dataset with 1.9M reactions from patents (1976-2016) (1) Given the product [Cl:1][C:2]1[C:7]([N+:8]([O-:10])=[O:9])=[CH:6][CH:5]=[C:4]([C:12]2[CH:17]=[CH:16][CH:15]=[CH:14][CH:13]=2)[N:3]=1, predict the reactants needed to synthesize it. The reactants are: [Cl:1][C:2]1[C:7]([N+:8]([O-:10])=[O:9])=[CH:6][CH:5]=[C:4](Cl)[N:3]=1.[C:12]1(B(O)O)[CH:17]=[CH:16][CH:15]=[CH:14][CH:13]=1.C([O-])([O-])=O.[Cs+].[Cs+]. (2) The reactants are: [NH2:1][C:2]1[N:3]=[CH:4][C:5]([C:18]2[CH:46]=[CH:45][C:21]([CH2:22][NH:23][CH:24]3[CH2:29][CH2:28][N:27]([C:30]([O:32][C:33]([CH3:36])([CH3:35])[CH3:34])=[O:31])[C@@H:26]([C:37]([O:39][CH:40]4[CH2:44][CH2:43][CH2:42][CH2:41]4)=[O:38])[CH2:25]3)=[CH:20][CH:19]=2)=[N:6][C:7]=1[NH:8][CH2:9][C:10]1[C:15]([Cl:16])=[CH:14][CH:13]=[CH:12][C:11]=1[Cl:17].[CH2:47]=O. Given the product [NH2:1][C:2]1[N:3]=[CH:4][C:5]([C:18]2[CH:19]=[CH:20][C:21]([CH2:22][N:23]([CH3:47])[CH:24]3[CH2:29][CH2:28][N:27]([C:30]([O:32][C:33]([CH3:36])([CH3:35])[CH3:34])=[O:31])[C@@H:26]([C:37]([O:39][CH:40]4[CH2:41][CH2:42][CH2:43][CH2:44]4)=[O:38])[CH2:25]3)=[CH:45][CH:46]=2)=[N:6][C:7]=1[NH:8][CH2:9][C:10]1[C:11]([Cl:17])=[CH:12][CH:13]=[CH:14][C:15]=1[Cl:16], predict the reactants needed to synthesize it. (3) Given the product [NH:11]([C:2]1[C:7]([F:8])=[CH:6][C:5]([F:9])=[CH:4][N:3]=1)[NH2:12], predict the reactants needed to synthesize it. The reactants are: F[C:2]1[C:7]([F:8])=[CH:6][C:5]([F:9])=[CH:4][N:3]=1.O.[NH2:11][NH2:12].C(O)CC. (4) The reactants are: [OH:1][CH:2]([C:9]1[CH:14]=[CH:13][C:12]([O:15][CH3:16])=[CH:11][CH:10]=1)[CH2:3][C:4]([O:6]CC)=[O:5].[OH-].[Li+]. Given the product [OH:1][CH:2]([C:9]1[CH:10]=[CH:11][C:12]([O:15][CH3:16])=[CH:13][CH:14]=1)[CH2:3][C:4]([OH:6])=[O:5], predict the reactants needed to synthesize it. (5) Given the product [CH2:28]([O:27][C:25]([C:19]1[C:20]([OH:24])=[CH:21][C:22](=[O:23])[N:17]([CH:14]([CH2:15][CH3:16])[C:13]([OH:35])=[O:12])[CH:18]=1)=[O:26])[C:29]1[CH:34]=[CH:33][CH:32]=[CH:31][CH:30]=1, predict the reactants needed to synthesize it. The reactants are: FC(F)(F)C(O)=O.C([O:12][C:13](=[O:35])[CH:14]([N:17]1[C:22](=[O:23])[CH:21]=[C:20]([OH:24])[C:19]([C:25]([O:27][CH2:28][C:29]2[CH:34]=[CH:33][CH:32]=[CH:31][CH:30]=2)=[O:26])=[CH:18]1)[CH2:15][CH3:16])(C)(C)C. (6) The reactants are: Cl[C:2]1([C:8]([O:10][CH3:11])=[O:9])[C:6](=[O:7])[CH:5]=[CH:4][S:3]1.[CH3:12][C:13]1[C:21]([CH3:22])=[CH:20][C:16]2[NH:17][CH:18]=[N:19][C:15]=2[CH:14]=1.C(O)(=O)C. Given the product [OH:7][C:6]1[CH:5]=[C:4]([N:17]2[C:16]3[CH:20]=[C:21]([CH3:22])[C:13]([CH3:12])=[CH:14][C:15]=3[N:19]=[CH:18]2)[S:3][C:2]=1[C:8]([O:10][CH3:11])=[O:9], predict the reactants needed to synthesize it.